Dataset: Reaction yield outcomes from USPTO patents with 853,638 reactions. Task: Predict the reaction yield, written as a fraction of the theoretical maximum amount of product (1.0 means a 100% yield; for example, 0.34 means a 34% yield). (1) The reactants are BrC1C=CC([NH:8][C:9]2[N:14]=[C:13](Cl)[N:12]=[C:11]([C:16]3[CH:21]=[C:20]([Cl:22])[CH:19]=[CH:18][C:17]=3[CH3:23])[N:10]=2)=CC=1.[CH2:24]([Mg]Br)[CH3:25]. The catalyst is O1CCCC1. The product is [Cl:22][C:20]1[CH:19]=[CH:18][C:17]([CH3:23])=[C:16]([C:11]2[N:12]=[C:13]([CH2:24][CH3:25])[N:14]=[C:9]([NH2:8])[N:10]=2)[CH:21]=1. The yield is 0.220. (2) The reactants are Br[C:2]1[CH:7]=[C:6]([C:8]([CH3:11])([CH3:10])[CH3:9])[C:5]([N+:12]([O-:14])=[O:13])=[CH:4][C:3]=1[NH2:15].CCN(CC)CC.[CH3:23][Si:24]([C:27]#[CH:28])([CH3:26])[CH3:25]. The catalyst is C1(C)C=CC=CC=1.O.Cl[Pd](Cl)([P](C1C=CC=CC=1)(C1C=CC=CC=1)C1C=CC=CC=1)[P](C1C=CC=CC=1)(C1C=CC=CC=1)C1C=CC=CC=1.[Cu]I. The product is [C:8]([C:6]1[C:5]([N+:12]([O-:14])=[O:13])=[CH:4][C:3]([NH:15][C:28]#[C:27][Si:24]([CH3:26])([CH3:25])[CH3:23])=[CH:2][CH:7]=1)([CH3:11])([CH3:10])[CH3:9]. The yield is 0.810.